Dataset: Full USPTO retrosynthesis dataset with 1.9M reactions from patents (1976-2016). Task: Predict the reactants needed to synthesize the given product. (1) Given the product [I-:1].[NH2:19][CH2:20][CH2:21][N:22]([CH2:26][CH2:27][NH2:28])[CH2:23][CH2:24][NH:25][C:4]1[CH:9]=[CH:8][C:7]([N:10]=[N:11][C:12]2[N:13]([CH3:18])[CH:14]=[CH:15][N+:16]=2[CH3:17])=[CH:6][CH:5]=1, predict the reactants needed to synthesize it. The reactants are: [I-:1].CO[C:4]1[CH:9]=[CH:8][C:7]([N:10]=[N:11][C:12]2[N:13]([CH3:18])[CH:14]=[CH:15][N+:16]=2[CH3:17])=[CH:6][CH:5]=1.[NH2:19][CH2:20][CH2:21][N:22]([CH2:26][CH2:27][NH2:28])[CH2:23][CH2:24][NH2:25]. (2) Given the product [NH:1]1[C:5]2[CH:6]=[CH:7][C:8]([C:10]3[NH:11][C:12]4[N:13]([N:17]=[CH:18][C:19]=4[C:20]([NH:38][CH2:35][C:36]#[CH:37])=[O:22])[C:14](=[O:16])[CH:15]=3)=[CH:9][C:4]=2[N:3]=[N:2]1, predict the reactants needed to synthesize it. The reactants are: [NH:1]1[C:5]2[CH:6]=[CH:7][C:8]([C:10]3[NH:11][C:12]4[N:13]([N:17]=[CH:18][C:19]=4[C:20]([OH:22])=O)[C:14](=[O:16])[CH:15]=3)=[CH:9][C:4]=2[N:3]=[N:2]1.C1N=CN(C(N2C=NC=C2)=O)C=1.[CH2:35]([NH2:38])[C:36]#[CH:37]. (3) Given the product [CH2:3]([CH2:2][NH2:1])[CH2:4][C:5]([P:8]([OH:11])([OH:10])=[O:9])([P:8]([OH:11])([OH:10])=[O:9])[OH:7], predict the reactants needed to synthesize it. The reactants are: [NH2:1][CH2:2][CH2:3][CH2:4][C:5]([OH:7])=O.[P:8]([OH:11])([OH:10])[OH:9].P(Cl)(Cl)Cl.C. (4) Given the product [C:38]1([CH3:48])[CH:43]=[CH:42][C:41]([S:44]([O:30][CH2:29][CH2:28][O:27][CH2:26][CH2:25][O:24][CH2:23][CH2:22][O:21][CH2:20][CH2:19][O:18][Si:1]([C:14]([CH3:17])([CH3:16])[CH3:15])([C:8]2[CH:13]=[CH:12][CH:11]=[CH:10][CH:9]=2)[C:2]2[CH:3]=[CH:4][CH:5]=[CH:6][CH:7]=2)(=[O:46])=[O:45])=[CH:40][CH:39]=1, predict the reactants needed to synthesize it. The reactants are: [Si:1]([O:18][CH2:19][CH2:20][O:21][CH2:22][CH2:23][O:24][CH2:25][CH2:26][O:27][CH2:28][CH2:29][OH:30])([C:14]([CH3:17])([CH3:16])[CH3:15])([C:8]1[CH:13]=[CH:12][CH:11]=[CH:10][CH:9]=1)[C:2]1[CH:7]=[CH:6][CH:5]=[CH:4][CH:3]=1.C(N(CC)CC)C.[C:38]1([CH3:48])[CH:43]=[CH:42][C:41]([S:44](Cl)(=[O:46])=[O:45])=[CH:40][CH:39]=1. (5) Given the product [Br:24][C:22]1[N:23]=[C:19]([C:6]2[N:2]([CH3:1])[N:3]=[CH:4][N:5]=2)[S:20][C:21]=1[C:25]1[N:29]2[N:30]=[C:31]([CH3:39])[CH:32]=[C:33]([CH:34]([CH2:35][CH3:36])[CH2:37][CH3:38])[C:28]2=[N:27][C:26]=1[CH3:40], predict the reactants needed to synthesize it. The reactants are: [CH3:1][N:2]1[CH:6]=[N:5][CH:4]=[N:3]1.C([Li])CCC.CCCCCC.Br[C:19]1[S:20][C:21]([C:25]2[N:29]3[N:30]=[C:31]([CH3:39])[CH:32]=[C:33]([CH:34]([CH2:37][CH3:38])[CH2:35][CH3:36])[C:28]3=[N:27][C:26]=2[CH3:40])=[C:22]([Br:24])[N:23]=1. (6) Given the product [F:1][C:2]1[CH:10]=[CH:9][C:8]2[NH:7][C:6]3[C:11]([C:24]#[N:25])=[CH:12][N:13]=[C:14]([NH:15][C@@H:16]4[CH2:21][CH2:20][C@@H:19]([OH:22])[CH2:18][C@H:17]4[CH3:23])[C:5]=3[C:4]=2[CH:3]=1, predict the reactants needed to synthesize it. The reactants are: [F:1][C:2]1[CH:10]=[CH:9][C:8]2[NH:7][C:6]3[C:11]([C:24]#[N:25])=[CH:12][N:13]=[C:14]([NH:15][C@@H:16]4[CH2:21][CH2:20][C:19](=[O:22])[CH2:18][C@H:17]4[CH3:23])[C:5]=3[C:4]=2[CH:3]=1.[BH4-].[Na+].[Cl-].[NH4+]. (7) Given the product [C:2]([C:6]1[N:10]=[CH:9][N:8]([CH2:11][C:17]([CH2:16][CH2:15][C:14]([F:13])([F:22])[F:23])([C:18]#[N:19])[C:20]#[N:21])[N:7]=1)([CH3:5])([CH3:4])[CH3:3], predict the reactants needed to synthesize it. The reactants are: Cl.[C:2]([C:6]1[N:10]=[CH:9][N:8]([CH2:11]Cl)[N:7]=1)([CH3:5])([CH3:4])[CH3:3].[F:13][C:14]([F:23])([F:22])[CH2:15][CH2:16][CH:17]([C:20]#[N:21])[C:18]#[N:19].C(=O)([O-])[O-].[K+].[K+].O. (8) Given the product [C:1]([O:4][C@H:5]1[C@H:10]([O:11][C:12](=[O:14])[CH3:13])[C@@H:9]([O:15][C:16](=[O:18])[CH3:17])[CH:8]([C:19]2[CH:24]=[CH:23][C:22]([CH2:42][CH3:43])=[C:21]([CH2:26][C:27]3[CH:36]=[CH:35][C:30]4[O:31][CH2:32][CH2:33][O:34][C:29]=4[CH:28]=3)[CH:20]=2)[O:7][C@@H:6]1[CH2:37][O:38][C:39](=[O:41])[CH3:40])(=[O:3])[CH3:2], predict the reactants needed to synthesize it. The reactants are: [C:1]([O:4][C@H:5]1[C@H:10]([O:11][C:12](=[O:14])[CH3:13])[C@@H:9]([O:15][C:16](=[O:18])[CH3:17])[CH:8]([C:19]2[CH:24]=[CH:23][C:22](Br)=[C:21]([CH2:26][C:27]3[CH:36]=[CH:35][C:30]4[O:31][CH2:32][CH2:33][O:34][C:29]=4[CH:28]=3)[CH:20]=2)[O:7][C@@H:6]1[CH2:37][O:38][C:39](=[O:41])[CH3:40])(=[O:3])[CH3:2].[CH:42]1(P(C2CCCCC2)C2CCCCC2)CCCC[CH2:43]1.[O-]P([O-])([O-])=O.[K+].[K+].[K+].C(B(O)O)C.